Dataset: Forward reaction prediction with 1.9M reactions from USPTO patents (1976-2016). Task: Predict the product of the given reaction. (1) Given the reactants C[Si](I)(C)C.C[O:7][C:8]1[C:16]2[C:11](=[CH:12][CH:13]=[CH:14][CH:15]=2)[N:10]([C:17]2[CH:22]=[CH:21][N:20]=[C:19]([NH:23][C@H:24]3[CH2:29][CH2:28][C@H:27]([OH:30])[CH2:26][CH2:25]3)[N:18]=2)[N:9]=1, predict the reaction product. The product is: [OH:30][C@H:27]1[CH2:28][CH2:29][C@H:24]([NH:23][C:19]2[N:18]=[C:17]([N:10]3[C:11]4[C:16](=[CH:15][CH:14]=[CH:13][CH:12]=4)[C:8](=[O:7])[NH:9]3)[CH:22]=[CH:21][N:20]=2)[CH2:25][CH2:26]1. (2) Given the reactants [Br:1][C:2]1[CH:3]=[CH:4][C:5]([C:8]2[CH2:12][C@@H:11]([CH2:13][OH:14])[O:10][N:9]=2)=[N:6][CH:7]=1.[H-].[Na+].[CH2:17](I)[CH3:18], predict the reaction product. The product is: [Br:1][C:2]1[CH:3]=[CH:4][C:5]([C:8]2[CH2:12][C@@H:11]([CH2:13][O:14][CH2:17][CH3:18])[O:10][N:9]=2)=[N:6][CH:7]=1. (3) The product is: [NH:12]1[CH2:17][CH2:16][CH2:15][CH:14]([O:18][C:19]2[CH:38]=[CH:37][C:22]3[C:23]4[N:27]([CH2:28][CH2:29][O:30][C:21]=3[CH:20]=2)[CH:26]=[C:25]([C:31]2[CH:36]=[CH:35][CH:34]=[CH:33][N:32]=2)[N:24]=4)[CH2:13]1. Given the reactants C(Cl)(=O)C.C(OC([N:12]1[CH2:17][CH2:16][CH2:15][CH:14]([O:18][C:19]2[CH:38]=[CH:37][C:22]3[C:23]4[N:27]([CH2:28][CH2:29][O:30][C:21]=3[CH:20]=2)[CH:26]=[C:25]([C:31]2[CH:36]=[CH:35][CH:34]=[CH:33][N:32]=2)[N:24]=4)[CH2:13]1)=O)(C)(C)C, predict the reaction product. (4) Given the reactants [C:1]([O:5][C:6]([N:8]1[CH:12]=[CH:11][C:10]([C:13]2[C:21]3[O:20][C:19]([C:22](=[O:24])[CH3:23])=[C:18]([CH2:25][C:26]4[CH:31]=[CH:30][CH:29]=[C:28]([F:32])[CH:27]=4)[C:17]=3[CH:16]=[C:15]([F:33])[CH:14]=2)=[CH:9]1)=[O:7])([CH3:4])([CH3:3])[CH3:2], predict the reaction product. The product is: [C:1]([O:5][C:6]([N:8]1[CH2:12][CH2:11][CH:10]([C:13]2[C:21]3[O:20][C:19]([C:22](=[O:24])[CH3:23])=[C:18]([CH2:25][C:26]4[CH:31]=[CH:30][CH:29]=[C:28]([F:32])[CH:27]=4)[C:17]=3[CH:16]=[C:15]([F:33])[CH:14]=2)[CH2:9]1)=[O:7])([CH3:2])([CH3:3])[CH3:4].